From a dataset of NCI-60 drug combinations with 297,098 pairs across 59 cell lines. Regression. Given two drug SMILES strings and cell line genomic features, predict the synergy score measuring deviation from expected non-interaction effect. (1) Drug 1: C1CC(=O)NC(=O)C1N2CC3=C(C2=O)C=CC=C3N. Drug 2: C1=NC(=NC(=O)N1C2C(C(C(O2)CO)O)O)N. Cell line: CAKI-1. Synergy scores: CSS=27.1, Synergy_ZIP=-7.55, Synergy_Bliss=-4.02, Synergy_Loewe=-16.1, Synergy_HSA=-0.751. (2) Drug 1: C1=NC2=C(N=C(N=C2N1C3C(C(C(O3)CO)O)O)F)N. Drug 2: C1CN1C2=NC(=NC(=N2)N3CC3)N4CC4. Cell line: EKVX. Synergy scores: CSS=4.80, Synergy_ZIP=-2.01, Synergy_Bliss=1.66, Synergy_Loewe=-2.33, Synergy_HSA=-0.134. (3) Synergy scores: CSS=31.6, Synergy_ZIP=-9.92, Synergy_Bliss=-5.87, Synergy_Loewe=-7.39, Synergy_HSA=-5.77. Drug 1: CC12CCC3C(C1CCC2O)C(CC4=C3C=CC(=C4)O)CCCCCCCCCS(=O)CCCC(C(F)(F)F)(F)F. Cell line: NCIH23. Drug 2: C1CN(CCN1C(=O)CCBr)C(=O)CCBr. (4) Drug 1: C1=CC=C(C(=C1)C(C2=CC=C(C=C2)Cl)C(Cl)Cl)Cl. Drug 2: CC1CCC2CC(C(=CC=CC=CC(CC(C(=O)C(C(C(=CC(C(=O)CC(OC(=O)C3CCCCN3C(=O)C(=O)C1(O2)O)C(C)CC4CCC(C(C4)OC)O)C)C)O)OC)C)C)C)OC. Cell line: A549. Synergy scores: CSS=5.12, Synergy_ZIP=-0.426, Synergy_Bliss=7.00, Synergy_Loewe=6.59, Synergy_HSA=6.63. (5) Drug 1: CC1=C2C(C(=O)C3(C(CC4C(C3C(C(C2(C)C)(CC1OC(=O)C(C(C5=CC=CC=C5)NC(=O)C6=CC=CC=C6)O)O)OC(=O)C7=CC=CC=C7)(CO4)OC(=O)C)O)C)OC(=O)C. Drug 2: C#CCC(CC1=CN=C2C(=N1)C(=NC(=N2)N)N)C3=CC=C(C=C3)C(=O)NC(CCC(=O)O)C(=O)O. Cell line: IGROV1. Synergy scores: CSS=65.1, Synergy_ZIP=2.58, Synergy_Bliss=0.435, Synergy_Loewe=-28.7, Synergy_HSA=0.205. (6) Drug 1: COC1=NC(=NC2=C1N=CN2C3C(C(C(O3)CO)O)O)N. Drug 2: CCC1(CC2CC(C3=C(CCN(C2)C1)C4=CC=CC=C4N3)(C5=C(C=C6C(=C5)C78CCN9C7C(C=CC9)(C(C(C8N6C)(C(=O)OC)O)OC(=O)C)CC)OC)C(=O)OC)O.OS(=O)(=O)O. Cell line: SF-539. Synergy scores: CSS=55.1, Synergy_ZIP=-1.71, Synergy_Bliss=-0.450, Synergy_Loewe=-2.43, Synergy_HSA=1.65.